From a dataset of Full USPTO retrosynthesis dataset with 1.9M reactions from patents (1976-2016). Predict the reactants needed to synthesize the given product. (1) The reactants are: [CH2:1]([S:3][C:4]([C:14]1[CH:19]=[CH:18][CH:17]=[CH:16][CH:15]=1)([C:8]1[CH:13]=[CH:12][CH:11]=[CH:10][CH:9]=1)[C:5]([OH:7])=O)[CH3:2].[NH2:20][CH2:21][CH2:22][CH2:23][N:24]1[CH2:29][CH2:28][CH:27]([C:30]2[CH:31]=[C:32]([NH:36][C:37](=[O:41])[CH:38]([CH3:40])[CH3:39])[CH:33]=[CH:34][CH:35]=2)[CH2:26][CH2:25]1. Given the product [CH2:1]([S:3][C:4]([C:14]1[CH:19]=[CH:18][CH:17]=[CH:16][CH:15]=1)([C:8]1[CH:13]=[CH:12][CH:11]=[CH:10][CH:9]=1)[C:5]([NH:20][CH2:21][CH2:22][CH2:23][N:24]1[CH2:29][CH2:28][CH:27]([C:30]2[CH:31]=[C:32]([NH:36][C:37](=[O:41])[CH:38]([CH3:39])[CH3:40])[CH:33]=[CH:34][CH:35]=2)[CH2:26][CH2:25]1)=[O:7])[CH3:2], predict the reactants needed to synthesize it. (2) Given the product [ClH:30].[CH3:29][N:14]1[C:15]2[C:16](=[C:17]3[C:22](=[CH:23][CH:24]=2)[N:21]=[CH:20][CH:19]=[CH:18]3)[N:25]=[C:13]1[CH2:12][CH2:11][C:2]1[CH:3]=[N:4][C:5]2[C:10](=[CH:9][CH:8]=[CH:7][CH:6]=2)[N:1]=1.[ClH:30].[CH3:29][N:25]1[C:16]2=[C:17]3[C:22](=[CH:23][CH:24]=[C:15]2[N:14]=[C:13]1[CH2:12][CH2:11][C:2]1[CH:3]=[N:4][C:5]2[C:10](=[CH:9][CH:8]=[CH:7][CH:6]=2)[N:1]=1)[N:21]=[CH:20][CH:19]=[CH:18]3, predict the reactants needed to synthesize it. The reactants are: [N:1]1[C:10]2[C:5](=[CH:6][CH:7]=[CH:8][CH:9]=2)[N:4]=[CH:3][C:2]=1[CH2:11][CH2:12][C:13]1[NH:14][C:15]2[C:16]([N:25]=1)=[C:17]1[C:22](=[CH:23][CH:24]=2)[N:21]=[CH:20][CH:19]=[CH:18]1.[H-].[Na+].I[CH3:29].[ClH:30]. (3) Given the product [CH3:20][O:21][C:22]1[C:30]([CH3:31])=[CH:29][C:25]([C:26]2[O:27][C:7]3[N:8]=[C:3]([S:2][CH3:1])[N:4]=[C:5]([OH:19])[C:6]=3[N:11]=2)=[CH:24][C:23]=1[CH3:32], predict the reactants needed to synthesize it. The reactants are: [CH3:1][S:2][C:3]1[N:4]=[C:5]([OH:19])[C:6]2[N:11]=C(C3C=CC=C(C)C=3)O[C:7]=2[N:8]=1.[CH3:20][O:21][C:22]1[C:30]([CH3:31])=[CH:29][C:25]([C:26](Cl)=[O:27])=[CH:24][C:23]=1[CH3:32]. (4) Given the product [CH2:24]([N:14]1[C:13]2[C:21](=[CH:22][C:10]3[N:9]([CH2:7][CH2:8][CH2:3][CH2:4][CH2:11][CH2:10][CH2:22][CH3:21])[C:5]4[C:4]([C:11]=3[CH:12]=2)=[CH:3][CH:8]=[CH:7][CH:6]=4)[C:20]2[C:15]1=[CH:16][CH:17]=[CH:18][CH:19]=2)[CH2:25][CH2:26][CH2:27][CH2:28][CH2:29][CH2:30][CH3:31], predict the reactants needed to synthesize it. The reactants are: [OH-].[Na+].[CH:3]1[CH:8]=[CH:7][CH:6]=[C:5]2[NH:9][C:10]3[C:11](=[CH:12][C:13]4[NH:14][C:15]5[C:20]([C:21]=4[CH:22]=3)=[CH:19][CH:18]=[CH:17][CH:16]=5)[C:4]=12.Br[CH2:24][CH2:25][CH2:26][CH2:27][CH2:28][CH2:29][CH2:30][CH3:31].CS(C)=O. (5) Given the product [CH3:27][O:28][CH2:29][CH2:30][NH:31][C:5]1[N:10]=[C:9]([C:11]2[N:15]3[CH:16]=[CH:17][CH:18]=[CH:19][C:14]3=[N:13][C:12]=2[C:20]2[CH:25]=[CH:24][CH:23]=[C:22]([CH3:26])[N:21]=2)[CH:8]=[CH:7][N:6]=1, predict the reactants needed to synthesize it. The reactants are: CS([C:5]1[N:10]=[C:9]([C:11]2[N:15]3[CH:16]=[CH:17][CH:18]=[CH:19][C:14]3=[N:13][C:12]=2[C:20]2[CH:25]=[CH:24][CH:23]=[C:22]([CH3:26])[N:21]=2)[CH:8]=[CH:7][N:6]=1)(=O)=O.[CH3:27][O:28][CH2:29][CH2:30][NH2:31].C(O)(C(F)(F)F)=O.